From a dataset of Reaction yield outcomes from USPTO patents with 853,638 reactions. Predict the reaction yield, written as a fraction of the theoretical maximum amount of product (1.0 means a 100% yield; for example, 0.34 means a 34% yield). (1) The reactants are [C:1]([O:5][C:6]([N:8]1[CH2:13][CH2:12][CH:11]([NH:14][C:15]2[CH:20]=[CH:19][C:18]([O:21]CC3C=CC=CC=3)=[CH:17][N:16]=2)[CH2:10][CH2:9]1)=[O:7])([CH3:4])([CH3:3])[CH3:2]. The catalyst is CO.[Pd]. The product is [C:1]([O:5][C:6]([N:8]1[CH2:9][CH2:10][CH:11]([NH:14][C:15]2[CH:20]=[CH:19][C:18]([OH:21])=[CH:17][N:16]=2)[CH2:12][CH2:13]1)=[O:7])([CH3:4])([CH3:2])[CH3:3]. The yield is 0.750. (2) The reactants are Br[C:2]1[CH:7]=[CH:6][C:5]([CH:8]([CH3:15])[CH2:9][NH:10][S:11]([CH3:14])(=[O:13])=[O:12])=[CH:4][CH:3]=1.C(=O)([O-])[O-].[K+].[K+].[F:22][C:23]1[CH:28]=[CH:27][C:26](B(O)O)=[CH:25][CH:24]=1. The catalyst is C1(C)C=CC=CC=1.C(OCC)(=O)C.C(OCC)C.Cl[Pd](Cl)([P](C1C=CC=CC=1)(C1C=CC=CC=1)C1C=CC=CC=1)[P](C1C=CC=CC=1)(C1C=CC=CC=1)C1C=CC=CC=1. The product is [F:22][C:23]1[CH:28]=[CH:27][C:26]([C:2]2[CH:7]=[CH:6][C:5]([CH:8]([CH3:15])[CH2:9][NH:10][S:11]([CH3:14])(=[O:13])=[O:12])=[CH:4][CH:3]=2)=[CH:25][CH:24]=1. The yield is 0.120. (3) The reactants are [F:1][C:2]([F:26])([F:25])[CH:3]([CH2:8][N:9]1[CH2:14][CH2:13][CH2:12][CH:11]([C:15]2[CH:20]=[CH:19][CH:18]=[C:17]([C:21]([F:24])([F:23])[F:22])[CH:16]=2)[CH2:10]1)[CH2:4][C:5]([OH:7])=O.CN(C(ON1N=NC2C=CC=NC1=2)=[N+](C)C)C.F[P-](F)(F)(F)(F)F.Cl.[NH2:52][CH2:53][C:54]([C:56]1[CH:61]=[CH:60][C:59]([Cl:62])=[CH:58][CH:57]=1)=[O:55].CCN(C(C)C)C(C)C. The catalyst is C(OCC)(=O)C.CN(C=O)C. The product is [Cl:62][C:59]1[CH:58]=[CH:57][C:56]([C:54](=[O:55])[CH2:53][NH:52][C:5](=[O:7])[CH2:4][CH:3]([CH2:8][N:9]2[CH2:14][CH2:13][CH2:12][CH:11]([C:15]3[CH:20]=[CH:19][CH:18]=[C:17]([C:21]([F:23])([F:24])[F:22])[CH:16]=3)[CH2:10]2)[C:2]([F:25])([F:26])[F:1])=[CH:61][CH:60]=1. The yield is 0.650. (4) The reactants are [CH3:1][C:2]1[C:7]([OH:8])=[CH:6][CH:5]=[C:4]([CH3:9])[N:3]=1.C(=O)([O-])[O-].[Cs+].[Cs+].[F:16][C:17]1[CH:18]=[C:19]([N+:24]([O-:26])=[O:25])[CH:20]=[CH:21][C:22]=1F. The catalyst is C1COCC1. The product is [F:16][C:17]1[CH:18]=[C:19]([N+:24]([O-:26])=[O:25])[CH:20]=[CH:21][C:22]=1[O:8][C:7]1[C:2]([CH3:1])=[N:3][C:4]([CH3:9])=[CH:5][CH:6]=1. The yield is 0.920.